This data is from NCI-60 drug combinations with 297,098 pairs across 59 cell lines. The task is: Regression. Given two drug SMILES strings and cell line genomic features, predict the synergy score measuring deviation from expected non-interaction effect. (1) Drug 1: CC1OCC2C(O1)C(C(C(O2)OC3C4COC(=O)C4C(C5=CC6=C(C=C35)OCO6)C7=CC(=C(C(=C7)OC)O)OC)O)O. Drug 2: CC1=C(C=C(C=C1)NC(=O)C2=CC=C(C=C2)CN3CCN(CC3)C)NC4=NC=CC(=N4)C5=CN=CC=C5. Cell line: A549. Synergy scores: CSS=37.4, Synergy_ZIP=3.08, Synergy_Bliss=3.24, Synergy_Loewe=-14.5, Synergy_HSA=1.11. (2) Drug 1: C(CN)CNCCSP(=O)(O)O. Drug 2: COCCOC1=C(C=C2C(=C1)C(=NC=N2)NC3=CC=CC(=C3)C#C)OCCOC.Cl. Cell line: RXF 393. Synergy scores: CSS=-0.345, Synergy_ZIP=-0.882, Synergy_Bliss=-2.11, Synergy_Loewe=-2.12, Synergy_HSA=-2.15. (3) Drug 1: CC1C(C(CC(O1)OC2CC(CC3=C2C(=C4C(=C3O)C(=O)C5=C(C4=O)C(=CC=C5)OC)O)(C(=O)CO)O)N)O.Cl. Drug 2: COCCOC1=C(C=C2C(=C1)C(=NC=N2)NC3=CC=CC(=C3)C#C)OCCOC.Cl. Cell line: HS 578T. Synergy scores: CSS=0.350, Synergy_ZIP=1.08, Synergy_Bliss=2.23, Synergy_Loewe=-3.06, Synergy_HSA=-2.28. (4) Drug 1: CC1OCC2C(O1)C(C(C(O2)OC3C4COC(=O)C4C(C5=CC6=C(C=C35)OCO6)C7=CC(=C(C(=C7)OC)O)OC)O)O. Drug 2: N.N.Cl[Pt+2]Cl. Cell line: SF-539. Synergy scores: CSS=24.6, Synergy_ZIP=-0.0759, Synergy_Bliss=0.550, Synergy_Loewe=-15.0, Synergy_HSA=1.21. (5) Drug 1: CCC1(CC2CC(C3=C(CCN(C2)C1)C4=CC=CC=C4N3)(C5=C(C=C6C(=C5)C78CCN9C7C(C=CC9)(C(C(C8N6C)(C(=O)OC)O)OC(=O)C)CC)OC)C(=O)OC)O.OS(=O)(=O)O. Drug 2: C(CN)CNCCSP(=O)(O)O. Cell line: TK-10. Synergy scores: CSS=0.293, Synergy_ZIP=3.61, Synergy_Bliss=5.95, Synergy_Loewe=3.45, Synergy_HSA=3.00. (6) Drug 1: C1=NC2=C(N1)C(=S)N=C(N2)N. Drug 2: C1C(C(OC1N2C=NC3=C(N=C(N=C32)Cl)N)CO)O. Cell line: EKVX. Synergy scores: CSS=19.9, Synergy_ZIP=-2.74, Synergy_Bliss=-7.92, Synergy_Loewe=-11.4, Synergy_HSA=-10.6. (7) Drug 1: C1=CN(C(=O)N=C1N)C2C(C(C(O2)CO)O)O.Cl. Drug 2: CS(=O)(=O)OCCCCOS(=O)(=O)C. Cell line: CCRF-CEM. Synergy scores: CSS=69.4, Synergy_ZIP=-0.554, Synergy_Bliss=-0.965, Synergy_Loewe=-15.5, Synergy_HSA=1.26.